From a dataset of Full USPTO retrosynthesis dataset with 1.9M reactions from patents (1976-2016). Predict the reactants needed to synthesize the given product. (1) Given the product [CH2:1]([O:3][C:4]([C:6]1[C:7]2[S:15][CH:14]=[C:13]([CH2:16][O:17][C:18]3[CH:23]=[CH:22][CH:21]=[C:20]([NH2:24])[CH:19]=3)[C:8]=2[C:9]([Cl:12])=[N:10][CH:11]=1)=[O:5])[CH3:2], predict the reactants needed to synthesize it. The reactants are: [CH2:1]([O:3][C:4]([C:6]1[C:7]2[S:15][CH:14]=[C:13]([CH2:16][O:17][C:18]3[CH:23]=[CH:22][CH:21]=[C:20]([N+:24]([O-])=O)[CH:19]=3)[C:8]=2[C:9]([Cl:12])=[N:10][CH:11]=1)=[O:5])[CH3:2].[H][H]. (2) Given the product [OH:33][CH2:31][C@@H:30]1[O:29][C:24](=[O:28])[N:5]([C:6]2[CH:7]=[CH:8][C:9]3[C:15](=[O:16])[CH2:14][CH2:13][S:12][CH2:11][C:10]=3[CH:17]=2)[CH2:4]1, predict the reactants needed to synthesize it. The reactants are: C(O[C:4](=O)[NH:5][C:6]1[CH:7]=[CH:8][C:9]2[C:15](=[O:16])[CH2:14][CH2:13][S:12][CH2:11][C:10]=2[CH:17]=1)C.C([Li])CCC.[C:24]([O:29][CH2:30][CH:31]1[O:33]C1)(=[O:28])CCC.[Cl-].[NH4+]. (3) Given the product [N+:12]([C:15]1[CH:16]=[C:17]2[C:22](=[CH:23][C:24]=1[O:11][CH2:10][CH2:9][CH2:8][N:2]1[CH2:7][CH2:6][O:5][CH2:4][CH2:3]1)[N:21]=[CH:20][N:19]=[C:18]2[NH:26][C:27]1[CH:32]=[CH:31][CH:30]=[CH:29][CH:28]=1)([O-:14])=[O:13], predict the reactants needed to synthesize it. The reactants are: [Na].[N:2]1([CH2:8][CH2:9][CH2:10][OH:11])[CH2:7][CH2:6][O:5][CH2:4][CH2:3]1.[N+:12]([C:15]1[CH:16]=[C:17]2[C:22](=[CH:23][C:24]=1F)[N:21]=[CH:20][N:19]=[C:18]2[NH:26][C:27]1[CH:32]=[CH:31][CH:30]=[CH:29][CH:28]=1)([O-:14])=[O:13]. (4) Given the product [C:43]([O:42][C:40]([NH:39][C:9](=[N:8][C:6]([O:5][C:1]([CH3:4])([CH3:3])[CH3:2])=[O:7])[NH:10][C:11]1[CH:12]=[CH:13][C:14]([C:15]([O:17][C:18]2[CH:23]=[CH:22][C:21]([CH2:24][CH2:25][CH2:26][C:27]([OH:29])=[O:28])=[CH:20][CH:19]=2)=[O:16])=[CH:37][CH:38]=1)=[O:41])([CH3:46])([CH3:45])[CH3:44], predict the reactants needed to synthesize it. The reactants are: [C:1]([O:5][C:6]([NH:8][C:9](=[N:39][C:40]([O:42][C:43]([CH3:46])([CH3:45])[CH3:44])=[O:41])[NH:10][C:11]1[CH:38]=[CH:37][C:14]([C:15]([O:17][C:18]2[CH:23]=[CH:22][C:21]([CH2:24][CH2:25][CH2:26][C:27]([O:29]CC3C=CC=CC=3)=[O:28])=[CH:20][CH:19]=2)=[O:16])=[CH:13][CH:12]=1)=[O:7])([CH3:4])([CH3:3])[CH3:2].